Task: Predict the reactants needed to synthesize the given product.. Dataset: Full USPTO retrosynthesis dataset with 1.9M reactions from patents (1976-2016) (1) Given the product [C:16]1([C@H:13]2[CH2:12][CH2:11][C@H:10]([CH2:9][OH:8])[CH2:15][CH2:14]2)[N:17]=[N:18][N:19]2[C:24]=1[C:23]1[CH:25]=[CH:26][NH:27][C:22]=1[N:21]=[CH:20]2, predict the reactants needed to synthesize it. The reactants are: [Si]([O:8][CH2:9][C@H:10]1[CH2:15][CH2:14][C@H:13]([C:16]2[N:17]=[N:18][N:19]3[C:24]=2[C:23]2[CH:25]=[CH:26][NH:27][C:22]=2[N:21]=[CH:20]3)[CH2:12][CH2:11]1)(C(C)(C)C)(C)C.[Si](OCC1C=CC(C2N=NN3C=2C2C=CNC=2N=C3)=CC=1)(C(C)(C)C)(C)C. (2) The reactants are: C(O[C:9]([CH:11]1[N:15]2[C:16](=[O:29])[CH:17]([NH:21][C:22]([O:24][C:25]([CH3:28])([CH3:27])[CH3:26])=[O:23])[CH:18]=[CH:19][CH2:20][CH:14]2[CH2:13][CH2:12]1)=[O:10])C1C=CC=CC=1.[CH:30]1[CH:31]=[CH:32][C:33]2N(O)N=[N:36][C:34]=2[CH:35]=1.CCN=C=N[CH2:45][CH2:46][CH2:47]N(C)C.[CH3:51]CN(C(C)C)C(C)C. Given the product [C:25]([O:24][C:22](=[O:23])[NH:21][CH:17]1[C:16](=[O:29])[N:15]2[CH:11]([C:9](=[O:10])[NH:36][CH:34]3[C:33]4[C:32](=[CH:51][CH:47]=[CH:46][CH:45]=4)[CH2:31][CH2:30][CH2:35]3)[CH2:12][CH2:13][CH:14]2[CH2:20][CH2:19][CH2:18]1)([CH3:28])([CH3:26])[CH3:27], predict the reactants needed to synthesize it. (3) Given the product [NH2:31][C:27]1[CH:26]=[C:25]([O:24][C:20]2[CH:21]=[C:22]3[C:17]([CH:16]=[CH:15][C:14]([C:12]([NH:11][C:7]4[CH:8]=[CH:9][CH:10]=[C:5]([C:1]([CH3:4])([CH3:3])[CH3:2])[CH:6]=4)=[O:13])=[CH:23]3)=[CH:18][CH:19]=2)[CH:30]=[CH:29][N:28]=1, predict the reactants needed to synthesize it. The reactants are: [C:1]([C:5]1[CH:6]=[C:7]([NH:11][C:12]([C:14]2[CH:23]=[C:22]3[C:17]([CH:18]=[CH:19][C:20]([O:24][C:25]4[CH:30]=[CH:29][N:28]=[C:27]([NH:31]C(=O)OC(C)(C)C)[CH:26]=4)=[CH:21]3)=[CH:16][CH:15]=2)=[O:13])[CH:8]=[CH:9][CH:10]=1)([CH3:4])([CH3:3])[CH3:2]. (4) Given the product [O:12]=[C:10]1[C:9](=[CH:19][C:18]2[CH:17]=[C:16]([CH:23]=[CH:22][CH:21]=2)[C:13]([OH:15])=[O:14])[S:8][C:7]([N:1]2[CH2:2][CH2:3][S:4][CH2:5][CH2:6]2)=[N:11]1, predict the reactants needed to synthesize it. The reactants are: [N:1]1([C:7]2[S:8][CH2:9][C:10](=[O:12])[N:11]=2)[CH2:6][CH2:5][S:4][CH2:3][CH2:2]1.[C:13]([C:16]1[CH:17]=[C:18]([CH:21]=[CH:22][CH:23]=1)[CH:19]=O)([OH:15])=[O:14].C([O-])(=O)C.[Na+]. (5) Given the product [CH:21]([C:10]1[CH:11]=[CH:12][CH:13]=[C:14]2[C:9]=1[N:8]=[C:7]([CH2:6][C:5]1[CH:4]=[CH:3][C:2]([Cl:1])=[CH:28][CH:27]=1)[C:16]([OH:17])=[C:15]2[C:18]([OH:20])=[O:19])([CH2:22][CH3:23])[CH3:26], predict the reactants needed to synthesize it. The reactants are: [Cl:1][C:2]1[CH:28]=[CH:27][C:5]([CH2:6][C:7]2[C:16]([OH:17])=[C:15]([C:18]([OH:20])=[O:19])[C:14]3[C:9](=[C:10]([C:21]4[CH:26]=CC=[CH:23][CH:22]=4)[CH:11]=[CH:12][CH:13]=3)[N:8]=2)=[CH:4][CH:3]=1.C(C1C=CC=C2C=1NC(=O)C2=O)(CC)C.C(OCC(=O)CC1C=CC(Cl)=CC=1)(=O)C. (6) Given the product [C:2]([C:6]1[CH:10]=[C:9]([NH:11][C:28](=[O:29])[C:27]2[CH:31]=[CH:32][CH:33]=[C:34]([C:35]([F:36])([F:37])[F:38])[C:26]=2[F:25])[N:8]([CH2:12][C@H:13]2[CH2:17][CH2:16][CH2:15][O:14]2)[N:7]=1)([CH3:5])([CH3:3])[CH3:4], predict the reactants needed to synthesize it. The reactants are: Cl.[C:2]([C:6]1[CH:10]=[C:9]([NH2:11])[N:8]([CH2:12][C@H:13]2[CH2:17][CH2:16][CH2:15][O:14]2)[N:7]=1)([CH3:5])([CH3:4])[CH3:3].C(N(CC)CC)C.[F:25][C:26]1[C:34]([C:35]([F:38])([F:37])[F:36])=[CH:33][CH:32]=[CH:31][C:27]=1[C:28](Cl)=[O:29]. (7) Given the product [Cl:17][C:5]1[CH:4]=[CH:3][C:2]([NH2:1])=[CH:7][C:6]=1[CH2:8][CH2:9][CH2:10][N:12]([CH2:15][CH3:16])[CH2:13][CH3:14], predict the reactants needed to synthesize it. The reactants are: [NH2:1][C:2]1[CH:3]=[CH:4][C:5]([Cl:17])=[C:6]([CH2:8][CH2:9][C:10]([N:12]([CH2:15][CH3:16])[CH2:13][CH3:14])=O)[CH:7]=1.B.O1CCCC1.Cl. (8) Given the product [NH2:17][CH:7]1[CH2:8][CH:9]([C:11]2[CH:12]=[CH:13][CH:14]=[CH:15][CH:16]=2)[CH2:10][N:5]([CH2:4][CH:1]2[CH2:3][CH2:2]2)[C:6]1=[O:28], predict the reactants needed to synthesize it. The reactants are: [CH:1]1([CH2:4][N:5]2[CH:10]=[C:9]([C:11]3[CH:16]=[CH:15][CH:14]=[CH:13][CH:12]=3)[CH:8]=[C:7]([NH:17]C(=O)OCC3C=CC=CC=3)[C:6]2=[O:28])[CH2:3][CH2:2]1. (9) Given the product [C:1]([C:5]1[CH:10]=[CH:9][C:8]([NH:11][C:12](=[O:20])[C:13]2[CH:18]=[CH:17][CH:16]=[N:15][C:14]=2[NH:33][CH2:32][C:29]2[N:28]=[C:27]3[NH:23][CH2:24][CH2:25][C:26]3=[CH:31][CH:30]=2)=[CH:7][CH:6]=1)([CH3:4])([CH3:3])[CH3:2], predict the reactants needed to synthesize it. The reactants are: [C:1]([C:5]1[CH:10]=[CH:9][C:8]([NH:11][C:12](=[O:20])[C:13]2[CH:18]=[CH:17][CH:16]=[N:15][C:14]=2F)=[CH:7][CH:6]=1)([CH3:4])([CH3:3])[CH3:2].Cl.Cl.[NH:23]1[C:27]2=[N:28][C:29]([CH2:32][NH2:33])=[CH:30][CH:31]=[C:26]2[CH2:25][CH2:24]1. (10) The reactants are: [CH:1]1([NH:6][C:7]2[CH:8]=[CH:9][CH:10]=[C:11]3[C:15]=2[NH:14][C:13]([C:16]2[S:17][CH2:18][C@@H:19]([CH2:21][C:22](O)=[O:23])[N:20]=2)=[CH:12]3)[CH2:5][CH2:4][CH2:3][CH2:2]1.[NH:25]1[CH2:30][CH2:29][O:28][CH2:27][CH2:26]1. Given the product [CH:1]1([NH:6][C:7]2[CH:8]=[CH:9][CH:10]=[C:11]3[C:15]=2[NH:14][C:13]([C:16]2[S:17][CH2:18][C@@H:19]([CH2:21][C:22]([N:25]4[CH2:30][CH2:29][O:28][CH2:27][CH2:26]4)=[O:23])[N:20]=2)=[CH:12]3)[CH2:2][CH2:3][CH2:4][CH2:5]1, predict the reactants needed to synthesize it.